This data is from Forward reaction prediction with 1.9M reactions from USPTO patents (1976-2016). The task is: Predict the product of the given reaction. (1) The product is: [CH2:8]([N:15]1[CH2:20][C@H:2]2[C@H:24]([CH2:25][O:5][C:3]2=[O:4])[CH2:23]1)[C:9]1[CH:14]=[CH:13][CH:12]=[CH:11][CH:10]=1. Given the reactants F[C:2](F)(F)[C:3]([OH:5])=[O:4].[CH2:8]([N:15]([CH2:20]OC)[Si](C)(C)C)[C:9]1[CH:14]=[CH:13][CH:12]=[CH:11][CH:10]=1.[C:23]1(=O)OC[CH:25]=[CH:24]1, predict the reaction product. (2) Given the reactants [Cl:1][C:2]1[CH:7]=[CH:6][C:5]([O:8][C:9]2[CH:16]=[CH:15][C:14]([CH2:17][S:18][C:19]3[NH:20][CH:21]=[C:22]([CH2:26][C:27]4[CH:28]=[N:29][C:30]([O:33][CH3:34])=[N:31][CH:32]=4)[C:23](=[O:25])[N:24]=3)=[CH:13][C:10]=2[C:11]#[N:12])=[CH:4][C:3]=1[C:35]([F:38])([F:37])[F:36].[CH3:39]CN(C(C)C)C(C)C.CI, predict the reaction product. The product is: [Cl:1][C:2]1[CH:7]=[CH:6][C:5]([O:8][C:9]2[CH:16]=[CH:15][C:14]([CH2:17][S:18][C:19]3[N:20]([CH3:39])[CH:21]=[C:22]([CH2:26][C:27]4[CH:32]=[N:31][C:30]([O:33][CH3:34])=[N:29][CH:28]=4)[C:23](=[O:25])[N:24]=3)=[CH:13][C:10]=2[C:11]#[N:12])=[CH:4][C:3]=1[C:35]([F:37])([F:38])[F:36]. (3) Given the reactants [CH3:1][O:2][C:3]1[CH:4]=[C:5]2[C:9](=[CH:10][CH:11]=1)[N:8]([S:12]([C:15]1[CH:20]=[CH:19][C:18]([CH3:21])=[CH:17][CH:16]=1)(=[O:14])=[O:13])[CH:7]=[C:6]2[C:22]1[C:23]2[CH:30]=[C:29]([C:31]3[C:39]4[C:34](=[CH:35][CH:36]=[C:37]([O:40][CH3:41])[CH:38]=4)[NH:33][CH:32]=3)[N:28]([S:42]([C:45]3[CH:50]=[CH:49][C:48]([CH3:51])=[CH:47][CH:46]=3)(=[O:44])=[O:43])[C:24]=2[N:25]=[CH:26][N:27]=1.[H-].[Na+].[CH3:54]I, predict the reaction product. The product is: [CH3:1][O:2][C:3]1[CH:4]=[C:5]2[C:9](=[CH:10][CH:11]=1)[N:8]([S:12]([C:15]1[CH:16]=[CH:17][C:18]([CH3:21])=[CH:19][CH:20]=1)(=[O:13])=[O:14])[CH:7]=[C:6]2[C:22]1[C:23]2[CH:30]=[C:29]([C:31]3[C:39]4[C:34](=[CH:35][CH:36]=[C:37]([O:40][CH3:41])[CH:38]=4)[N:33]([CH3:54])[CH:32]=3)[N:28]([S:42]([C:45]3[CH:46]=[CH:47][C:48]([CH3:51])=[CH:49][CH:50]=3)(=[O:44])=[O:43])[C:24]=2[N:25]=[CH:26][N:27]=1. (4) Given the reactants [CH3:1][O:2][C:3](=[O:17])[C:4]1[C:9]([N:10]2[C:14](=[O:15])[NH:13][N:12]=[N:11]2)=[CH:8][CH:7]=[CH:6][C:5]=1[CH3:16].[CH3:18]N(C)C=O.C(=O)([O-])[O-].[K+].[K+].COS(=O)(=O)OC, predict the reaction product. The product is: [CH3:1][O:2][C:3](=[O:17])[C:4]1[C:9]([N:10]2[C:14](=[O:15])[N:13]([CH3:18])[N:12]=[N:11]2)=[CH:8][CH:7]=[CH:6][C:5]=1[CH3:16].